This data is from NCI-60 drug combinations with 297,098 pairs across 59 cell lines. The task is: Regression. Given two drug SMILES strings and cell line genomic features, predict the synergy score measuring deviation from expected non-interaction effect. (1) Drug 1: CC1=C(C=C(C=C1)NC(=O)C2=CC=C(C=C2)CN3CCN(CC3)C)NC4=NC=CC(=N4)C5=CN=CC=C5. Drug 2: CC=C1C(=O)NC(C(=O)OC2CC(=O)NC(C(=O)NC(CSSCCC=C2)C(=O)N1)C(C)C)C(C)C. Cell line: SK-OV-3. Synergy scores: CSS=28.9, Synergy_ZIP=3.94, Synergy_Bliss=3.40, Synergy_Loewe=-47.8, Synergy_HSA=-0.317. (2) Drug 1: CNC(=O)C1=CC=CC=C1SC2=CC3=C(C=C2)C(=NN3)C=CC4=CC=CC=N4. Drug 2: C1CNP(=O)(OC1)N(CCCl)CCCl. Cell line: HL-60(TB). Synergy scores: CSS=-14.8, Synergy_ZIP=-4.73, Synergy_Bliss=-26.4, Synergy_Loewe=-33.0, Synergy_HSA=-24.9. (3) Drug 1: CS(=O)(=O)CCNCC1=CC=C(O1)C2=CC3=C(C=C2)N=CN=C3NC4=CC(=C(C=C4)OCC5=CC(=CC=C5)F)Cl. Drug 2: CC12CCC3C(C1CCC2OP(=O)(O)O)CCC4=C3C=CC(=C4)OC(=O)N(CCCl)CCCl.[Na+]. Cell line: PC-3. Synergy scores: CSS=1.39, Synergy_ZIP=0.0798, Synergy_Bliss=0.237, Synergy_Loewe=-5.51, Synergy_HSA=-4.85.